Predict the reactants needed to synthesize the given product. From a dataset of Full USPTO retrosynthesis dataset with 1.9M reactions from patents (1976-2016). Given the product [CH3:22][C:3]1[C:2]([NH:26][CH2:25][C:24]([CH3:27])=[CH2:23])=[N:11][C:10]2[C:5](=[CH:6][CH:7]=[CH:8][C:9]=2[C:12]2[NH:20][C:19]3[CH2:18][CH2:17][NH:16][C:15](=[O:21])[C:14]=3[CH:13]=2)[N:4]=1, predict the reactants needed to synthesize it. The reactants are: F[C:2]1[C:3]([CH3:22])=[N:4][C:5]2[C:10]([N:11]=1)=[C:9]([C:12]1[NH:20][C:19]3[CH2:18][CH2:17][NH:16][C:15](=[O:21])[C:14]=3[CH:13]=1)[CH:8]=[CH:7][CH:6]=2.[CH3:23][C:24](=[CH2:27])[CH2:25][NH2:26].CO.C(Cl)Cl.